Dataset: Forward reaction prediction with 1.9M reactions from USPTO patents (1976-2016). Task: Predict the product of the given reaction. The product is: [CH:2]1([CH:8]([C:7]2[CH:10]=[CH:11][CH:12]=[CH:13][C:6]=2[CH3:5])[NH2:9])[CH2:4][CH2:3]1. Given the reactants Br[CH:2]1[CH2:4][CH2:3]1.[CH3:5][C:6]1[CH:13]=[CH:12][CH:11]=[CH:10][C:7]=1[C:8]#[N:9].[BH4-].[Na+], predict the reaction product.